This data is from Full USPTO retrosynthesis dataset with 1.9M reactions from patents (1976-2016). The task is: Predict the reactants needed to synthesize the given product. Given the product [CH3:39][C:38]1([CH3:40])[C:35]([CH3:37])([CH3:36])[O:34][B:33](/[CH:31]=[CH:32]/[C:2]2[CH:9]=[CH:8][C:5]([CH:6]=[O:7])=[CH:4][CH:3]=2)[O:41]1, predict the reactants needed to synthesize it. The reactants are: Br[C:2]1[CH:9]=[CH:8][C:5]([CH:6]=[O:7])=[CH:4][CH:3]=1.N1C2C(=CC=C3C=2N=CC=C3)C=CC=1.C(N(CC)CC)C.[CH:31]([B:33]1[O:41][C:38]([CH3:40])([CH3:39])[C:35]([CH3:37])([CH3:36])[O:34]1)=[CH2:32].Cl.